From a dataset of Reaction yield outcomes from USPTO patents with 853,638 reactions. Predict the reaction yield, written as a fraction of the theoretical maximum amount of product (1.0 means a 100% yield; for example, 0.34 means a 34% yield). (1) The reactants are Cl[CH2:2][C:3]([NH2:5])=[O:4].Cl.[CH2:7]([O:9][C:10](=[O:14])[CH2:11][CH2:12][NH2:13])[CH3:8].C([O-])([O-])=O.[K+].[K+]. The catalyst is CN(C=O)C. The product is [CH2:7]([O:9][C:10](=[O:14])[CH2:11][CH2:12][NH:13][CH2:2][C:3](=[O:4])[NH2:5])[CH3:8]. The yield is 0.500. (2) The reactants are CC1C=CC(S(O[C@H:12]([CH2:16][CH:17]([CH3:22])[CH2:18][CH2:19][CH:20]=[CH2:21])[CH2:13][O:14][CH3:15])(=O)=O)=CC=1.[CH2:23]([O:25][C:26](=[O:42])[CH2:27][N:28]=[C:29]([C:36]1[CH:41]=[CH:40][CH:39]=[CH:38][CH:37]=1)[C:30]1[CH:35]=[CH:34][CH:33]=[CH:32][CH:31]=1)[CH3:24].CC([O-])(C)C.[K+]. The catalyst is C1(C)C=CC=CC=1. The product is [C:30]1([C:29](=[N:28][CH:27]([C@H:12]([CH2:13][O:14][CH3:15])[CH2:16][CH:17]([CH3:22])[CH2:18][CH2:19][CH:20]=[CH2:21])[C:26]([O:25][CH2:23][CH3:24])=[O:42])[C:36]2[CH:41]=[CH:40][CH:39]=[CH:38][CH:37]=2)[CH:31]=[CH:32][CH:33]=[CH:34][CH:35]=1. The yield is 0.410.